From a dataset of Forward reaction prediction with 1.9M reactions from USPTO patents (1976-2016). Predict the product of the given reaction. Given the reactants [F:1][C:2]([F:11])([F:10])[C@H:3]1[CH2:8][CH2:7][C@H:6]([NH2:9])[CH2:5][CH2:4]1.[Cl:12][C:13]1[N:21]=[C:20]([Cl:22])[CH:19]=[CH:18][C:14]=1[C:15](Cl)=[O:16], predict the reaction product. The product is: [Cl:12][C:13]1[N:21]=[C:20]([Cl:22])[CH:19]=[CH:18][C:14]=1[C:15]([NH:9][C@H:6]1[CH2:5][CH2:4][C@H:3]([C:2]([F:10])([F:11])[F:1])[CH2:8][CH2:7]1)=[O:16].